This data is from Reaction yield outcomes from USPTO patents with 853,638 reactions. The task is: Predict the reaction yield, written as a fraction of the theoretical maximum amount of product (1.0 means a 100% yield; for example, 0.34 means a 34% yield). (1) The product is [Br:32][C:7]1[C:6](=[O:8])[N:5]([CH2:9][C:10]2[CH:15]=[CH:14][C:13]([C:16]3[C:17]([C:22]#[N:23])=[CH:18][CH:19]=[CH:20][CH:21]=3)=[CH:12][CH:11]=2)[C:4]([CH2:24][CH2:25][CH3:26])=[N:3][C:2]=1[CH3:1]. The reactants are [CH3:1][C:2]1[N:3]=[C:4]([CH2:24][CH2:25][CH3:26])[N:5]([CH2:9][C:10]2[CH:15]=[CH:14][C:13]([C:16]3[C:17]([C:22]#[N:23])=[CH:18][CH:19]=[CH:20][CH:21]=3)=[CH:12][CH:11]=2)[C:6](=[O:8])[CH:7]=1.C([O-])(=O)C.[Na+].[Br:32]Br. The yield is 0.640. The catalyst is C(O)(=O)C.C(OCC)(=O)C. (2) The reactants are [CH2:1]([N:3]([CH2:14][CH2:15][OH:16])[C:4](=[O:13])[O:5][CH2:6][C:7]1[CH:12]=[CH:11][CH:10]=[CH:9][CH:8]=1)C.CNCCO. No catalyst specified. The product is [OH:16][CH2:15][CH2:14][N:3]([CH3:1])[C:4](=[O:13])[O:5][CH2:6][C:7]1[CH:8]=[CH:9][CH:10]=[CH:11][CH:12]=1. The yield is 0.930. (3) The reactants are [CH3:1][O:2][CH2:3][O:4][C:5]1[CH:14]=[CH:13][C:12]2[O:11][CH:10]([C:15]3[CH:20]=[CH:19][C:18]([O:21][CH2:22][O:23][CH3:24])=[CH:17][CH:16]=3)[CH:9]3[CH2:25][C:26](=[O:28])[CH2:27][CH:8]3[C:7]=2[CH:6]=1.[CH2:29]([Mg]Cl)[CH3:30]. The catalyst is C1COCC1. The product is [CH2:29]([C:26]1([OH:28])[CH2:25][CH:9]2[CH:10]([C:15]3[CH:16]=[CH:17][C:18]([O:21][CH2:22][O:23][CH3:24])=[CH:19][CH:20]=3)[O:11][C:12]3[CH:13]=[CH:14][C:5]([O:4][CH2:3][O:2][CH3:1])=[CH:6][C:7]=3[CH:8]2[CH2:27]1)[CH3:30]. The yield is 0.810.